Dataset: Catalyst prediction with 721,799 reactions and 888 catalyst types from USPTO. Task: Predict which catalyst facilitates the given reaction. (1) Reactant: [NH2:1][CH2:2][C:3]1[CH:8]=[CH:7][C:6]([S:9]([N:12]([CH3:14])[CH3:13])(=[O:11])=[O:10])=[CH:5][CH:4]=1.[CH2:15]1[C:23]2[C:18](=[CH:19][CH:20]=[CH:21][CH:22]=2)[CH2:17][CH:16]1[C@@H:24]([NH:28][C:29]([O:31]C(C)(C)C)=O)[C:25]([OH:27])=O.CC([Si](C)(C)OC1C=CC=CC=1[N+]#[C-])(C)C.[CH3:52][CH:53]([CH3:57])[CH2:54][CH:55]=O.C(Cl)(=O)C. Product: [CH2:17]1[C:18]2[C:23](=[CH:22][CH:21]=[CH:20][CH:19]=2)[CH2:15][CH:16]1[C@H:24]1[NH:28][C:29](=[O:31])[C@@H:55]([CH2:54][CH:53]([CH3:57])[CH3:52])[N:1]([CH2:2][C:3]2[CH:4]=[CH:5][C:6]([S:9]([N:12]([CH3:14])[CH3:13])(=[O:11])=[O:10])=[CH:7][CH:8]=2)[C:25]1=[O:27]. The catalyst class is: 5. (2) Reactant: [NH2:1][CH:2]([CH2:8][C:9]1[C:17]2[C:12](=[C:13]([C:19](=[O:21])[NH2:20])[CH:14]=[CH:15][C:16]=2[Br:18])[NH:11][CH:10]=1)[C:3]([O:5][CH2:6][CH3:7])=[O:4].[CH2:22]=O. Product: [Br:18][C:16]1[CH:15]=[CH:14][C:13]([C:19](=[O:21])[NH2:20])=[C:12]2[C:17]=1[C:9]1[CH2:8][CH:2]([C:3]([O:5][CH2:6][CH3:7])=[O:4])[NH:1][CH2:22][C:10]=1[NH:11]2. The catalyst class is: 240. (3) Reactant: CS(O[CH2:6][C@@H:7]1[CH2:11][CH2:10][CH2:9][N:8]1[C:12]([O:14][C:15]([CH3:18])([CH3:17])[CH3:16])=[O:13])(=O)=O.[F-:19].C([N+](CCCC)(CCCC)CCCC)CCC. Product: [F:19][CH2:6][C@@H:7]1[CH2:11][CH2:10][CH2:9][N:8]1[C:12]([O:14][C:15]([CH3:18])([CH3:17])[CH3:16])=[O:13]. The catalyst class is: 1. (4) Reactant: [N-:1]=[N+:2]=[N-:3].[Na+].[CH2:5]([O:14][C:15]1[CH:16]=[C:17]([CH:20]=[C:21]([O:23][CH2:24][CH2:25][CH2:26][CH2:27][CH2:28][CH2:29][CH2:30][CH2:31][CH3:32])[CH:22]=1)[CH2:18]Cl)[CH2:6][CH2:7][CH2:8][CH2:9][CH2:10][CH2:11][CH2:12][CH3:13]. Product: [CH2:5]([O:14][C:15]1[CH:16]=[C:17]([CH:20]=[C:21]([O:23][CH2:24][CH2:25][CH2:26][CH2:27][CH2:28][CH2:29][CH2:30][CH2:31][CH2:32][CH2:8][CH2:9][CH3:10])[CH:22]=1)[CH2:18][N:1]=[N+:2]=[N-:3])[CH2:6][CH2:7][CH2:8][CH2:9][CH2:10][CH2:11][CH2:12][CH2:13][CH2:5][CH2:6][CH3:7]. The catalyst class is: 3. (5) Reactant: C[O:2][C:3](=[O:35])[CH2:4][O:5][C:6]1[CH:15]=[CH:14][C:13]([F:16])=[C:12]2[C:7]=1[C:8]([O:31][CH:32]([F:34])[F:33])=[C:9]([CH2:19][C:20]1[CH:25]=[CH:24][C:23]([N:26]3[CH:30]=[CH:29][CH:28]=[N:27]3)=[CH:22][CH:21]=1)[C:10]([CH2:17][CH3:18])=[N:11]2.[OH-].[Li+]. Product: [F:34][CH:32]([F:33])[O:31][C:8]1[C:7]2[C:12](=[C:13]([F:16])[CH:14]=[CH:15][C:6]=2[O:5][CH2:4][C:3]([OH:35])=[O:2])[N:11]=[C:10]([CH2:17][CH3:18])[C:9]=1[CH2:19][C:20]1[CH:25]=[CH:24][C:23]([N:26]2[CH:30]=[CH:29][CH:28]=[N:27]2)=[CH:22][CH:21]=1. The catalyst class is: 7. (6) Reactant: C([O:5][C:6](=[O:60])[CH2:7][CH:8]1[O:13]C(C)(C)[O:11][CH:10]([CH2:16][CH2:17][NH:18][C:19]([C@:21]23[CH2:56][CH2:55][C@@H:54]([C:57]([CH3:59])=[CH2:58])[C@@H:22]2[C@@H:23]2[C@@:36]([CH3:39])([CH2:37][CH2:38]3)[C@@:35]3([CH3:40])[C@@H:26]([C@:27]4([CH3:53])[C@@H:32]([CH2:33][CH2:34]3)[C:31]([CH3:42])([CH3:41])[C@@H:30]([O:43][C:44](=[O:52])[CH2:45][C:46]([CH3:51])([CH3:50])[C:47]([OH:49])=[O:48])[CH2:29][CH2:28]4)[CH2:25][CH2:24]2)=[O:20])[CH2:9]1)(C)(C)C.Cl. Product: [C:47]([C:46]([CH3:51])([CH3:50])[CH2:45][C:44]([O:43][C@H:30]1[CH2:29][CH2:28][C@@:27]2([CH3:53])[C@@H:32]([CH2:33][CH2:34][C@:35]3([CH3:40])[C@@H:26]2[CH2:25][CH2:24][C@H:23]2[C@@:36]3([CH3:39])[CH2:37][CH2:38][C@@:21]3([C:19]([NH:18][CH2:17][CH2:16][CH:10]([OH:11])[CH2:9][CH:8]([OH:13])[CH2:7][C:6]([OH:60])=[O:5])=[O:20])[CH2:56][CH2:55][C@@H:54]([C:57]([CH3:59])=[CH2:58])[C@@H:22]32)[C:31]1([CH3:42])[CH3:41])=[O:52])([OH:49])=[O:48]. The catalyst class is: 5. (7) Reactant: [OH:1][C:2]1[CH:3]=[C:4]([NH:8][C:9]2[CH:10]=[CH:11][C:12]([CH3:30])=[C:13]([C:15]3[S:19][C:18]([S:20][CH3:21])=[C:17]([C:22]#[N:23])[C:16]=3[C:24]3[CH:25]=[N:26][CH:27]=[CH:28][CH:29]=3)[CH:14]=2)[CH:5]=[CH:6][CH:7]=1.Br[CH2:32][CH2:33][CH2:34][OH:35].C([O-])([O-])=O.[K+].[K+]. Product: [OH:35][CH2:34][CH2:33][CH2:32][O:1][C:2]1[CH:3]=[C:4]([NH:8][C:9]2[CH:10]=[CH:11][C:12]([CH3:30])=[C:13]([C:15]3[S:19][C:18]([S:20][CH3:21])=[C:17]([C:22]#[N:23])[C:16]=3[C:24]3[CH:25]=[N:26][CH:27]=[CH:28][CH:29]=3)[CH:14]=2)[CH:5]=[CH:6][CH:7]=1. The catalyst class is: 3.